From a dataset of Catalyst prediction with 721,799 reactions and 888 catalyst types from USPTO. Predict which catalyst facilitates the given reaction. (1) Reactant: I[CH2:2][CH2:3][CH2:4][C:5]([F:8])([F:7])[F:6].[CH2:9]([NH:16][C:17](=[O:39])[N:18]([C:20]1[CH:21]=[C:22]([C:26]2[CH:31]=[CH:30][C:29]([CH2:32][CH2:33][C:34]([O:36][CH3:37])=[O:35])=[CH:28][C:27]=2[OH:38])[CH:23]=[CH:24][CH:25]=1)[CH3:19])[CH2:10][CH2:11][CH2:12][CH2:13][CH2:14][CH3:15].C(=O)([O-])[O-].[K+].[K+]. Product: [CH2:9]([NH:16][C:17](=[O:39])[N:18]([C:20]1[CH:21]=[C:22]([C:26]2[CH:31]=[CH:30][C:29]([CH2:32][CH2:33][C:34]([O:36][CH3:37])=[O:35])=[CH:28][C:27]=2[O:38][CH2:2][CH2:3][CH2:4][C:5]([F:8])([F:7])[F:6])[CH:23]=[CH:24][CH:25]=1)[CH3:19])[CH2:10][CH2:11][CH2:12][CH2:13][CH2:14][CH3:15]. The catalyst class is: 311. (2) Reactant: [CH3:1][O:2][C:3](=[O:17])/[CH:4]=[CH:5]/[C:6]1[CH:11]=[CH:10][C:9]([CH:12]2[CH2:16][CH2:15][CH2:14][NH:13]2)=[CH:8][CH:7]=1.[C:18]1(C)[CH:23]=CC(S(OCCC#C)(=O)=O)=[CH:20][CH:19]=1.C(=O)([O-])[O-].[K+].[K+]. Product: [CH3:1][O:2][C:3](=[O:17])/[CH:4]=[CH:5]/[C:6]1[CH:11]=[CH:10][C:9]([CH:12]2[CH2:16][CH2:15][CH2:14][N:13]2[CH2:20][CH2:19][C:18]#[CH:23])=[CH:8][CH:7]=1. The catalyst class is: 10. (3) Reactant: Cl[C:2]1[N:7]=[C:6]([NH:8][C:9]([C:11]2([C:14]3[CH:24]=[CH:23][C:17]4[O:18][C:19]([F:22])([F:21])[O:20][C:16]=4[CH:15]=3)[CH2:13][CH2:12]2)=[O:10])[CH:5]=[CH:4][C:3]=1[CH3:25].[F:26][C:27]([F:46])([F:45])[C:28]([C:30]1[CH:35]=[CH:34][C:33](B2OC(C)(C)C(C)(C)O2)=[CH:32][CH:31]=1)=[O:29].C(=O)([O-])[O-].[Na+].[Na+]. Product: [F:21][C:19]1([F:22])[O:18][C:17]2[CH:23]=[CH:24][C:14]([C:11]3([C:9]([NH:8][C:6]4[CH:5]=[CH:4][C:3]([CH3:25])=[C:2]([C:33]5[CH:34]=[CH:35][C:30]([C:28](=[O:29])[C:27]([F:45])([F:46])[F:26])=[CH:31][CH:32]=5)[N:7]=4)=[O:10])[CH2:13][CH2:12]3)=[CH:15][C:16]=2[O:20]1. The catalyst class is: 104.